Regression. Given a target protein amino acid sequence and a drug SMILES string, predict the binding affinity score between them. We predict pIC50 (pIC50 = -log10(IC50 in M); higher means more potent). Dataset: bindingdb_ic50. From a dataset of Drug-target binding data from BindingDB using IC50 measurements. (1) The compound is O=C(O)c1cccc(S)c1. The target protein (P44514) has sequence MKEKVVSLAQDLIRRPSISPNDEGCQQIIAERLEKLGFQIEWMPFNDTLNLWAKHGTSEPVIAFAGHTDVVPTGDENQWSSPPFSAEIIDGMLYGRGAADMKGSLAAMIVAAEEYVKANPNHKGTIALLITSDEEATAKDGTIHVVETLMARDEKITYCMVGEPSSAKNLGDVVKNGRRGSITGNLYIQGIQGHVAYPHLAENPIHKAALFLQELTTYQWDKGNEFFPPTSLQIANIHAGTGSNNVIPAELYIQFNLRYCTEVTDEIIKQKVAEMLEKHNLKYRIEWNLSGKPFLTKPGKLLDSITSAIEETIGITPKAETGGGTSDGRFIALMGAEVVEFGPLNSTIHKVNECVSVEDLGKCGEIYHKMLVNLLDS. The pIC50 is 4.5. (2) The compound is Cc1cc(C)cc(NC(=O)c2cncc(-c3ccc(C#N)cc3)c2)c1. The target protein (Q6QIY3) has sequence MEFPFGSVGTTNFRRFTPESLAEIEKQIAAHRAAKKGRPKQRGQKDKSEKPRPQLDLKACNQLPRFYGELPAELVGEPLEDLDPFYSTHRTFIVLDKSRTISRFSATWALWLFSPFNLIRRTAIKVSVHSWFSIFITVTILVNCVCMTRTDLPEKLEYAFTVVYTFEALIKILARGFCLNEFTYLRDPWNWLDFSVITLAYVGAAIDLRGISGLRTFRVLRALKTVSVIPGLKVIVGALIHSVRKLADVTILTVFCLSVFALVGLQLFKGNLKNKCIKNGTDPHKADNLSSEMAGDIFIKPGTTDPLLCGNGSDAGHCPNDYVCRKTSDNPDFNYTSFDSFAWAFLSLFRLMTQDSWERLYQQTLRASGKMYMVFFVLVIFLGSFYLVNLILAVVTMAYEEQSQATIAEIEAKEKKFKEALEVLQKEQEVLAALGIDTTSLYSHNGSPLAPKNANERRPRVKSRMSEGSTDDNRSLQSDPYNQRRMSFLGLSSGRRRASH.... The pIC50 is 6.7. (3) The drug is CCC1(CC)C[C@@H](NC(=O)Nc2ccc3c(c2)NC(=O)CO3)c2ccc(C(F)(F)F)cc2O1. The target protein (Q8NER1) has sequence MKKWSSTDLGAAADPLQKDTCPDPLDGDPNSRPPPAKPQLSTAKSRTRLFGKGDSEEAFPVDCPHEEGELDSCPTITVSPVITIQRPGDGPTGARLLSQDSVAASTEKTLRLYDRRSIFEAVAQNNCQDLESLLLFLQKSKKHLTDNEFKDPETGKTCLLKAMLNLHDGQNTTIPLLLEIARQTDSLKELVNASYTDSYYKGQTALHIAIERRNMALVTLLVENGADVQAAAHGDFFKKTKGRPGFYFGELPLSLAACTNQLGIVKFLLQNSWQTADISARDSVGNTVLHALVEVADNTADNTKFVTSMYNEILMLGAKLHPTLKLEELTNKKGMTPLALAAGTGKIGVLAYILQREIQEPECRHLSRKFTEWAYGPVHSSLYDLSCIDTCEKNSVLEVIAYSSSETPNRHDMLLVEPLNRLLQDKWDRFVKRIFYFNFLVYCLYMIIFTMAAYYRPVDGLPPFKMEKTGDYFRVTGEILSVLGGVYFFFRGIQYFLQRR.... The pIC50 is 7.0. (4) The target protein sequence is MKISEFLHLALPEEQWLPTISGVLRQFAEEECYVYERPPCWYLGKGCQARLHINADGTQATFIDDAGEQKWAVDSIADCARRFMAHPQVKGRRVYGQVGFNFAAHARGIAFNAGEWPLLTLTVPREELIFEKGNVTVYADSADGCRRLCEWVKEASTTTQNAPLAVDTALNGEAYKQQVARAVAEIRRGEYVKVIVSRAIPLPSRIDMPATLLYGRQANTPVRSFMFRQEGREALGFSPELVMSVTGNKVVTEPLAGTRDRMGNPEHNKAKEAELLHDSKEVLEHILSVKEAIAELEAVCLPGSVVVEDLMSVRQRGSVQHLGSGVSGQLAENKDAWDAFTVLFPSITASGIPKNAALNAIMQIEKTPRELYSGAILLLDDTRFDAALVLRSVFQDSQRCWIQAGAGIIAQSTPERELTETREKLASIAPYLMV. The pIC50 is 4.6. The drug is COC(=O)Oc1c([N+](=O)[O-])cc2oc(=O)sc2c1[N+](=O)[O-]. (5) The compound is C[n+]1ccn(CCCCCCCCCCCCCCCCCCCCn2cc[n+](C)c2)c1. The pIC50 is 3.4. The target protein (Q9Y5Z6) has sequence MASKVSCLYVLTVVCWASALWYLSITRPTSSYTGSKPFSHLTVARKNFTFGNIRTRPINPHSFEFLINEPNKCEKNIPFLVILISTTHKEFDARQAIRETWGDENNFKGIKIATLFLLGKNADPVLNQMVEQESQIFHDIIVEDFIDSYHNLTLKTLMGMRWVATFCSKAKYVMKTDSDIFVNMDNLIYKLLKPSTKPRRRYFTGYVINGGPIRDVRSKWYMPRDLYPDSNYPPFCSGTGYIFSADVAELIYKTSLHTRLLHLEDVYVGLCLRKLGIHPFQNSGFNHWKMAYSLCRYRRVITVHQISPEEMHRIWNDMSSKKHLRC. (6) The small molecule is O=S(=O)(Nc1nccs1)c1cc(Cl)c(NC[C@]23CCO[C@H]2OCC3)cc1F. The target protein (Q14524) has sequence MANFLLPRGTSSFRRFTRESLAAIEKRMAEKQARGSTTLQESREGLPEEEAPRPQLDLQASKKLPDLYGNPPQELIGEPLEDLDPFYSTQKTFIVLNKGKTIFRFSATNALYVLSPFHPIRRAAVKILVHSLFNMLIMCTILTNCVFMAQHDPPPWTKYVEYTFTAIYTFESLVKILARGFCLHAFTFLRDPWNWLDFSVIIMAYTTEFVDLGNVSALRTFRVLRALKTISVISGLKTIVGALIQSVKKLADVMVLTVFCLSVFALIGLQLFMGNLRHKCVRNFTALNGTNGSVEADGLVWESLDLYLSDPENYLLKNGTSDVLLCGNSSDAGTCPEGYRCLKAGENPDHGYTSFDSFAWAFLALFRLMTQDCWERLYQQTLRSAGKIYMIFFMLVIFLGSFYLVNLILAVVAMAYEEQNQATIAETEEKEKRFQEAMEMLKKEHEALTIRGVDTVSRSSLEMSPLAPVNSHERRSKRRKRMSSGTEECGEDRLPKSDSE.... The pIC50 is 7.0.